From a dataset of HIV replication inhibition screening data with 41,000+ compounds from the AIDS Antiviral Screen. Binary Classification. Given a drug SMILES string, predict its activity (active/inactive) in a high-throughput screening assay against a specified biological target. (1) The compound is CCCCc1ccc2[n+](c1)C(C(=O)OCC)=PC2. The result is 0 (inactive). (2) The result is 0 (inactive). The compound is CCOC(=O)C(O)=C1C(=O)N(C)C(=O)C1c1ccc(OC)c(OC)c1. (3) The compound is COC(=O)CSSCc1ccccc1. The result is 0 (inactive).